This data is from NCI-60 drug combinations with 297,098 pairs across 59 cell lines. The task is: Regression. Given two drug SMILES strings and cell line genomic features, predict the synergy score measuring deviation from expected non-interaction effect. Drug 1: C1=CC(=CC=C1CCC2=CNC3=C2C(=O)NC(=N3)N)C(=O)NC(CCC(=O)O)C(=O)O. Drug 2: CCCCCOC(=O)NC1=NC(=O)N(C=C1F)C2C(C(C(O2)C)O)O. Cell line: SK-MEL-28. Synergy scores: CSS=7.87, Synergy_ZIP=-2.47, Synergy_Bliss=-2.22, Synergy_Loewe=-21.4, Synergy_HSA=-2.85.